From a dataset of CYP2C19 inhibition data for predicting drug metabolism from PubChem BioAssay. Regression/Classification. Given a drug SMILES string, predict its absorption, distribution, metabolism, or excretion properties. Task type varies by dataset: regression for continuous measurements (e.g., permeability, clearance, half-life) or binary classification for categorical outcomes (e.g., BBB penetration, CYP inhibition). Dataset: cyp2c19_veith. (1) The drug is N#Cc1cc2nc([O-])c([O-])nc2cc1[N+](=O)[O-].[Na+].[Na+]. The result is 0 (non-inhibitor). (2) The compound is CCN(C(=S)Nc1ccccc1F)C1CCCCC1. The result is 1 (inhibitor). (3) The drug is Fc1ccc(CSc2ncnc3sc4c(c23)CCCC4)cc1. The result is 1 (inhibitor). (4) The compound is COCOc1ccc(Br)cc1C(=O)[C@H]1O[C@H]1c1cccc(OC)c1. The result is 1 (inhibitor). (5) The molecule is C=CCNC(=O)c1ccc(Cn2c(=S)[nH]c3cc4c(cc3c2=O)OCO4)cc1. The result is 0 (non-inhibitor). (6) The drug is COc1ccccc1CNc1ncnc2ccc(-c3ccccc3OC)cc12. The result is 1 (inhibitor). (7) The compound is CCN(CC)S(=O)(=O)c1cc(C(=O)OC)ccc1Cl. The result is 1 (inhibitor). (8) The molecule is CCCCOP(=O)(c1ccc(N(C)C)cc1)C(O)c1cccnc1. The result is 1 (inhibitor). (9) The compound is O=C(c1cccc(F)c1)N1CCC2(CC1)CCN(c1ccccn1)CC2. The result is 0 (non-inhibitor).